From a dataset of Reaction yield outcomes from USPTO patents with 853,638 reactions. Predict the reaction yield, written as a fraction of the theoretical maximum amount of product (1.0 means a 100% yield; for example, 0.34 means a 34% yield). (1) The reactants are [Br:1][C:2]1[CH:10]=[C:9]2[C:5]([CH2:6][C:7](=[O:11])[NH:8]2)=[CH:4][CH:3]=1.[Cl-].[Cl-].[Cl-].[Al+3].[Cl:16][CH2:17][C:18](Cl)=[O:19]. The catalyst is ClC(Cl)C. The product is [Br:1][C:2]1[CH:10]=[C:9]2[C:5]([CH2:6][C:7](=[O:11])[NH:8]2)=[CH:4][C:3]=1[C:18](=[O:19])[CH2:17][Cl:16]. The yield is 0.630. (2) No catalyst specified. The yield is 0.853. The reactants are [CH3:1][S:2]([C:5]1[CH:25]=[CH:24][C:8]([CH2:9][N:10]2[CH:19]=[CH:18][C:17]3[C:12](=[CH:13][C:14]([C:20](O)=[O:21])=[CH:15][CH:16]=3)[C:11]2=[O:23])=[CH:7][CH:6]=1)(=[O:4])=[O:3].[CH3:26][O:27][C:28]1[CH:35]=[CH:34][C:31]([CH2:32][NH2:33])=[CH:30][CH:29]=1. The product is [CH3:26][O:27][C:28]1[CH:35]=[CH:34][C:31]([CH2:32][NH:33][C:20]([C:14]2[CH:13]=[C:12]3[C:17]([CH:18]=[CH:19][N:10]([CH2:9][C:8]4[CH:7]=[CH:6][C:5]([S:2]([CH3:1])(=[O:4])=[O:3])=[CH:25][CH:24]=4)[C:11]3=[O:23])=[CH:16][CH:15]=2)=[O:21])=[CH:30][CH:29]=1. (3) The reactants are O.O.Cl[Sn]Cl.[F:6][C:7]([F:24])([F:23])[C:8]([N:10]1[C:15]2[CH:16]=[CH:17][C:18]([N+:20]([O-])=O)=[CH:19][C:14]=2[O:13][CH2:12][CH2:11]1)=[O:9]. The catalyst is C(O)C. The product is [NH2:20][C:18]1[CH:17]=[CH:16][C:15]2[N:10]([C:8](=[O:9])[C:7]([F:24])([F:23])[F:6])[CH2:11][CH2:12][O:13][C:14]=2[CH:19]=1. The yield is 0.670. (4) The reactants are [Cl:1][C:2]1[CH:7]=CC(NC2C=CC=CC=2)=C(C#N)[CH:3]=1.[N:17]1[N:21]2[C:22](=[O:30])[C:23]3[N:24]([N:27]=[CH:28][CH:29]=3)[C:25](=O)[C:20]2=[CH:19][CH:18]=1.O. The catalyst is CN(C1C=CN=CC=1)C.CN(C=O)C. The product is [Cl:1][C:2]1[CH:7]=[CH:25][C:20]([NH:21][C:22]([C:23]2[CH:29]=[CH:28][NH:27][N:24]=2)=[O:30])=[C:19]([C:18]#[N:17])[CH:3]=1. The yield is 0.570. (5) The reactants are C(OC(=O)[N:7]([C:16]1[S:17][C@:18]2([C:32](=[O:34])[NH2:33])[C@H:20]([C@:21]([C:24]3[CH:29]=[C:28]([NH2:30])[CH:27]=[CH:26][C:25]=3[F:31])([CH3:23])[N:22]=1)[CH2:19]2)COCC[Si](C)(C)C)(C)(C)C.S(=O)(=O)(O)O.O.[O-]P([O-])([O-])=O.[K+].[K+].[K+]. No catalyst specified. The product is [NH2:7][C:16]1[S:17][C@:18]2([C:32]([NH2:33])=[O:34])[C@H:20]([C@:21]([C:24]3[CH:29]=[C:28]([NH2:30])[CH:27]=[CH:26][C:25]=3[F:31])([CH3:23])[N:22]=1)[CH2:19]2. The yield is 0.840.